From a dataset of Reaction yield outcomes from USPTO patents with 853,638 reactions. Predict the reaction yield, written as a fraction of the theoretical maximum amount of product (1.0 means a 100% yield; for example, 0.34 means a 34% yield). (1) The reactants are C([O:8][C:9]1[CH:18]=[C:17]2[C:12]([C:13]([NH:19][C:20]3[CH:25]=[CH:24][C:23]([F:26])=[C:22]([Cl:27])[CH:21]=3)=[N:14][CH:15]=[N:16]2)=[C:11]([O:28][CH:29]2[CH2:34][CH2:33][O:32][CH2:31][CH2:30]2)[CH:10]=1)C1C=CC=CC=1.[F:35][C:36]([F:41])([F:40])[C:37]([OH:39])=[O:38]. No catalyst specified. The product is [F:35][C:36]([F:41])([F:40])[C:37]([OH:39])=[O:38].[Cl:27][C:22]1[CH:21]=[C:20]([CH:25]=[CH:24][C:23]=1[F:26])[NH:19][C:13]1[C:12]2[C:17](=[CH:18][C:9]([OH:8])=[CH:10][C:11]=2[O:28][CH:29]2[CH2:34][CH2:33][O:32][CH2:31][CH2:30]2)[N:16]=[CH:15][N:14]=1. The yield is 0.820. (2) The reactants are [CH2:1]([O:3][C:4](=[O:21])[CH2:5][C:6]1[CH:11]=[CH:10][C:9]([NH:12][C:13]2[C:18](Cl)=[C:17]([NH2:20])[N:16]=[CH:15][N:14]=2)=[CH:8][CH:7]=1)[CH3:2].[O:22]([C:29]1[CH:34]=[CH:33][C:32](B(O)O)=[CH:31][CH:30]=1)[C:23]1[CH:28]=[CH:27][CH:26]=[CH:25][CH:24]=1.C1(P(C2CCCCC2)C2C=CC=CC=2C2C(OC)=CC=CC=2OC)CCCCC1.C(=O)([O-])[O-].[K+].[K+]. The catalyst is O1CCOCC1.O.C([O-])(=O)C.[Pd+2].C([O-])(=O)C. The product is [CH2:1]([O:3][C:4](=[O:21])[CH2:5][C:6]1[CH:11]=[CH:10][C:9]([NH:12][C:13]2[C:18]([C:32]3[CH:33]=[CH:34][C:29]([O:22][C:23]4[CH:28]=[CH:27][CH:26]=[CH:25][CH:24]=4)=[CH:30][CH:31]=3)=[C:17]([NH2:20])[N:16]=[CH:15][N:14]=2)=[CH:8][CH:7]=1)[CH3:2]. The yield is 0.900.